Dataset: Forward reaction prediction with 1.9M reactions from USPTO patents (1976-2016). Task: Predict the product of the given reaction. (1) Given the reactants C1(C)C(C)=CC=CC=1.[CH2:9]([C@H:12]1[CH2:17][CH2:16][C@H:15]([C@H:18]2[CH2:23][CH2:22][C@H:21]([CH2:24][CH2:25][CH2:26]O)[CH2:20][CH2:19]2)[CH2:14][CH2:13]1)[CH2:10][CH3:11].[BrH:28], predict the reaction product. The product is: [Br:28][CH2:26][CH2:25][CH2:24][C@H:21]1[CH2:20][CH2:19][C@H:18]([C@H:15]2[CH2:14][CH2:13][C@H:12]([CH2:9][CH2:10][CH3:11])[CH2:17][CH2:16]2)[CH2:23][CH2:22]1. (2) Given the reactants [Cl:1][C:2]1[CH:3]=[C:4]([CH:18]=[C:19]([Cl:22])[C:20]=1[OH:21])[C:5]([NH:7][C:8]1[CH:17]=[CH:16][C:11]([C:12]([O:14][CH3:15])=[O:13])=[CH:10][CH:9]=1)=[O:6].Br[CH2:24][CH:25]1[CH2:27][CH2:26]1, predict the reaction product. The product is: [Cl:1][C:2]1[CH:3]=[C:4]([CH:18]=[C:19]([Cl:22])[C:20]=1[O:21][CH2:24][CH:25]1[CH2:27][CH2:26]1)[C:5]([NH:7][C:8]1[CH:9]=[CH:10][C:11]([C:12]([O:14][CH3:15])=[O:13])=[CH:16][CH:17]=1)=[O:6]. (3) Given the reactants [NH2:1][CH2:2][C@@H:3]([C:5]1[CH:6]=[CH:7][C:8]([OH:16])=[C:9]([NH:11][S:12]([CH3:15])(=[O:14])=[O:13])[CH:10]=1)[OH:4].[F:17][C:18]1[CH:48]=[CH:47][C:46]([F:49])=[CH:45][C:19]=1[CH2:20][N:21]([CH:42]([CH3:44])[CH3:43])[C:22]([NH:24][C:25]1[CH:30]=[CH:29][C:28]([S:31]([N:34]2[CH2:39][CH2:38][CH:37]([CH:40]=O)[CH2:36][CH2:35]2)(=[O:33])=[O:32])=[CH:27][CH:26]=1)=[O:23].C(O)(=O)C.C([BH3-])#N.[Na+], predict the reaction product. The product is: [F:17][C:18]1[CH:48]=[CH:47][C:46]([F:49])=[CH:45][C:19]=1[CH2:20][N:21]([CH:42]([CH3:44])[CH3:43])[C:22](=[O:23])[NH:24][C:25]1[CH:30]=[CH:29][C:28]([S:31]([N:34]2[CH2:35][CH2:36][CH:37]([CH2:40][NH:1][CH2:2][C@@H:3]([C:5]3[CH:6]=[CH:7][C:8]([OH:16])=[C:9]([NH:11][S:12]([CH3:15])(=[O:14])=[O:13])[CH:10]=3)[OH:4])[CH2:38][CH2:39]2)(=[O:33])=[O:32])=[CH:27][CH:26]=1. (4) The product is: [OH:8][C:9]1[CH:10]=[C:11]([C:16](=[O:18])[CH3:17])[CH:12]=[CH:13][C:14]=1[CH3:15]. Given the reactants COC1C=CC(C[O:8][C:9]2[CH:10]=[C:11]([C:16](=[O:18])[CH3:17])[CH:12]=[CH:13][C:14]=2[CH3:15])=CC=1.FC(F)(F)C(O)=O.O, predict the reaction product. (5) Given the reactants [C:1]([O:5][C:6]([N:8]1[C:17]2[C:12](=[CH:13][CH:14]=[CH:15][CH:16]=2)[N:11]([C:18]2[CH:23]=[CH:22][C:21]([N:24]3[CH2:29][CH2:28][NH:27][CH2:26][CH2:25]3)=[CH:20][N:19]=2)[CH2:10][CH2:9]1)=[O:7])([CH3:4])([CH3:3])[CH3:2].ClCCl.[CH:33]1([S:36](Cl)(=[O:38])=[O:37])[CH2:35][CH2:34]1, predict the reaction product. The product is: [C:1]([O:5][C:6]([N:8]1[C:17]2[C:12](=[CH:13][CH:14]=[CH:15][CH:16]=2)[N:11]([C:18]2[CH:23]=[CH:22][C:21]([N:24]3[CH2:29][CH2:28][N:27]([S:36]([CH:33]4[CH2:35][CH2:34]4)(=[O:38])=[O:37])[CH2:26][CH2:25]3)=[CH:20][N:19]=2)[CH2:10][CH2:9]1)=[O:7])([CH3:4])([CH3:2])[CH3:3]. (6) Given the reactants [CH2:1]1[C:10]2[C:5](=[CH:6][CH:7]=[CH:8][CH:9]=2)[CH2:4][CH2:3][N:2]1[CH2:11][CH2:12][NH2:13].Cl[C:15]1[N:20]=[CH:19][N:18]=[C:17]([NH:21][C:22]2[C:31]3[C:26](=[CH:27][CH:28]=[CH:29][CH:30]=3)[N:25]=[C:24]([CH3:32])[CH:23]=2)[CH:16]=1.[CH:33](N(C(C)C)CC)([CH3:35])[CH3:34], predict the reaction product. The product is: [CH2:6]([CH:5]1[CH2:10][CH2:1][N:2]([CH2:11][CH2:12][NH:13][C:15]2[CH:16]=[C:17]([NH:21][C:22]3[C:31]4[C:26](=[CH:27][CH:28]=[CH:29][CH:30]=4)[N:25]=[C:24]([CH3:32])[CH:23]=3)[N:18]=[CH:19][N:20]=2)[CH2:3][CH2:4]1)[C:7]1[CH:8]=[CH:9][CH:35]=[CH:33][CH:34]=1. (7) Given the reactants [N:1]1[O:2][N:3]=[C:4]2[CH:9]=[C:8]([CH2:10][N:11]3[C:15]4[C:16](=[O:38])[N:17]([CH3:37])[C:18]([CH:27]([O:32][C:33]([CH3:36])([CH3:35])[CH3:34])[C:28]([O:30]C)=[O:29])=[C:19]([C:20]5[CH:25]=[CH:24][C:23]([CH3:26])=[CH:22][CH:21]=5)[C:14]=4[CH:13]=[CH:12]3)[CH:7]=[CH:6][C:5]=12.[Li+].[OH-].Cl, predict the reaction product. The product is: [N:1]1[O:2][N:3]=[C:4]2[CH:9]=[C:8]([CH2:10][N:11]3[C:15]4[C:16](=[O:38])[N:17]([CH3:37])[C:18]([CH:27]([O:32][C:33]([CH3:34])([CH3:36])[CH3:35])[C:28]([OH:30])=[O:29])=[C:19]([C:20]5[CH:21]=[CH:22][C:23]([CH3:26])=[CH:24][CH:25]=5)[C:14]=4[CH:13]=[CH:12]3)[CH:7]=[CH:6][C:5]=12. (8) Given the reactants [C:1]([O:5][C:6]([N:8]1[C:16]2[C:11](=[CH:12][C:13]([O:17][CH2:18][C:19]3[CH:24]=[CH:23][CH:22]=[CH:21][CH:20]=3)=[CH:14][CH:15]=2)[C:10]([C:25]2[N:26]([C:38]([O:40][C:41]([CH3:44])([CH3:43])[CH3:42])=[O:39])[C:27]3[C:32]([CH:33]=2)=[CH:31][C:30]([O:34][CH2:35][CH2:36]Cl)=[CH:29][CH:28]=3)=[N:9]1)=[O:7])([CH3:4])([CH3:3])[CH3:2].C(=O)([O-])[O-].[K+].[K+].[I-].[K+].[CH2:53]([NH2:55])[CH3:54].[C:56](#N)[CH3:57], predict the reaction product. The product is: [C:1]([O:5][C:6]([N:8]1[C:16]2[C:11](=[CH:12][C:13]([O:17][CH2:18][C:19]3[CH:24]=[CH:23][CH:22]=[CH:21][CH:20]=3)=[CH:14][CH:15]=2)[C:10]([C:25]2[N:26]([C:38]([O:40][C:41]([CH3:44])([CH3:43])[CH3:42])=[O:39])[C:27]3[C:32]([CH:33]=2)=[CH:31][C:30]([O:34][CH2:35][CH2:36][N:55]([CH2:56][CH3:57])[CH2:53][CH3:54])=[CH:29][CH:28]=3)=[N:9]1)=[O:7])([CH3:4])([CH3:3])[CH3:2]. (9) Given the reactants Br[CH2:2][C:3]([O:5][CH2:6][CH3:7])=[O:4].[Cl:8][C:9]1[CH:10]=[N:11][CH:12]=[C:13]([Cl:30])[C:14]=1[NH:15][C:16]1[C:25]2[C:20](=[C:21]([OH:28])[C:22]([O:26][CH3:27])=[CH:23][CH:24]=2)[O:19][C:18](=[O:29])[CH:17]=1, predict the reaction product. The product is: [Cl:8][C:9]1[CH:10]=[N:11][CH:12]=[C:13]([Cl:30])[C:14]=1[NH:15][C:16]1[C:25]2[C:20](=[C:21]([O:28][CH2:2][C:3]([O:5][CH2:6][CH3:7])=[O:4])[C:22]([O:26][CH3:27])=[CH:23][CH:24]=2)[O:19][C:18](=[O:29])[CH:17]=1.